This data is from Reaction yield outcomes from USPTO patents with 853,638 reactions. The task is: Predict the reaction yield, written as a fraction of the theoretical maximum amount of product (1.0 means a 100% yield; for example, 0.34 means a 34% yield). (1) The reactants are [CH3:1][C:2]1([CH3:15])[C:11]2[C:6](=[CH:7][C:8]([N+:12]([O-:14])=[O:13])=[CH:9][CH:10]=2)[NH:5][CH2:4][CH2:3]1.[CH3:16][C:17]([O:20][C:21](O[C:21]([O:20][C:17]([CH3:19])([CH3:18])[CH3:16])=[O:22])=[O:22])([CH3:19])[CH3:18]. No catalyst specified. The product is [C:17]([O:20][C:21]([N:5]1[C:6]2[C:11](=[CH:10][CH:9]=[C:8]([N+:12]([O-:14])=[O:13])[CH:7]=2)[C:2]([CH3:15])([CH3:1])[CH2:3][CH2:4]1)=[O:22])([CH3:19])([CH3:18])[CH3:16]. The yield is 0.220. (2) The reactants are C([O:8][N:9]1[C:15](=[O:16])[N:14]2[CH2:17][C@H:10]1[CH2:11][CH2:12][C@H:13]2[C:18]([NH:20][O:21][CH:22]1[CH2:27][CH2:26][O:25][CH2:24][CH2:23]1)=[O:19])C1C=CC=CC=1.[H][H]. The catalyst is CO.[Pd]. The product is [OH:8][N:9]1[C:15](=[O:16])[N:14]2[CH2:17][C@H:10]1[CH2:11][CH2:12][C@H:13]2[C:18]([NH:20][O:21][CH:22]1[CH2:27][CH2:26][O:25][CH2:24][CH2:23]1)=[O:19]. The yield is 0.990. (3) The reactants are [C:1]([O:5][C:6]([N:8]1[CH2:13][CH2:12][CH2:11][CH2:10][CH:9]1[CH2:14][OH:15])=[O:7])([CH3:4])([CH3:3])[CH3:2].C[N+]1([O-])CCOCC1. The catalyst is C(Cl)Cl.[Ru]([O-])(=O)(=O)=O.C([N+](CCC)(CCC)CCC)CC. The product is [C:1]([O:5][C:6]([N:8]1[CH2:13][CH2:12][CH2:11][CH2:10][CH:9]1[CH:14]=[O:15])=[O:7])([CH3:4])([CH3:3])[CH3:2]. The yield is 0.700.